This data is from Forward reaction prediction with 1.9M reactions from USPTO patents (1976-2016). The task is: Predict the product of the given reaction. Given the reactants [NH2:1][C:2]1[CH:7]=[CH:6][C:5]([C:8]2[N:12]([CH3:13])[C:11]([C:14]#[N:15])=[CH:10][CH:9]=2)=[CH:4][CH:3]=1.Cl[C:17]([O:19][CH2:20][CH3:21])=[O:18], predict the reaction product. The product is: [CH2:20]([O:19][C:17](=[O:18])[NH:1][C:2]1[CH:7]=[CH:6][C:5]([C:8]2[N:12]([CH3:13])[C:11]([C:14]#[N:15])=[CH:10][CH:9]=2)=[CH:4][CH:3]=1)[CH3:21].